From a dataset of Reaction yield outcomes from USPTO patents with 853,638 reactions. Predict the reaction yield, written as a fraction of the theoretical maximum amount of product (1.0 means a 100% yield; for example, 0.34 means a 34% yield). (1) The reactants are Br[C:2]1[CH:3]=[CH:4][C:5]([F:17])=[C:6]([C:8]2[C:9]([C:15]#[N:16])=[CH:10][CH:11]=[CH:12][C:13]=2[F:14])[CH:7]=1.C([O-])(=O)C.[K+].[B:23]1([B:23]2[O:28][CH2:27][C:26]([CH3:30])([CH3:29])[CH2:25][O:24]2)[O:28][CH2:27][C:26]([CH3:30])([CH3:29])[CH2:25][O:24]1. The catalyst is O1CCOCC1.CS(C)=O.C1C=CC([PH+]([C]2[CH][CH][CH][CH]2)C2C=CC=CC=2)=CC=1.C1C=CC([PH+]([C]2[CH][CH][CH][CH]2)C2C=CC=CC=2)=CC=1.C(Cl)Cl.Cl[Pd]Cl.[Fe]. The product is [CH3:29][C:26]1([CH3:30])[CH2:27][O:28][B:23]([C:2]2[CH:3]=[CH:4][C:5]([F:17])=[C:6]([C:8]3[C:9]([C:15]#[N:16])=[CH:10][CH:11]=[CH:12][C:13]=3[F:14])[CH:7]=2)[O:24][CH2:25]1. The yield is 1.00. (2) The reactants are [Cl:1][C:2]1[CH:3]=[C:4]([CH:9]=[CH:10][CH:11]=1)[C:5]([O:7][CH3:8])=[O:6].CP(CCP(C)C)C.CC[O:22]CC. No catalyst specified. The product is [Cl:1][C:2]1[CH:3]=[C:4]([CH:9]=[C:10]([OH:22])[CH:11]=1)[C:5]([O:7][CH3:8])=[O:6]. The yield is 0.720. (3) The reactants are C[O:2][C:3]([CH:5]1[CH2:10][CH2:9][N:8]([C:11](=[O:35])[C:12]2[CH:17]=[CH:16][CH:15]=[CH:14][C:13]=2[C:18]2[C:19]3[C:24]([O:25][C:26]4[C:31]=2[CH:30]=[CH:29][C:28](=[O:32])[CH:27]=4)=[CH:23][C:22]([O:33][CH3:34])=[CH:21][CH:20]=3)[CH2:7][CH2:6]1)=[O:4].[OH-].[Na+].Cl.C(OCC)(=O)C.CO.C(O)(=O)C. The catalyst is CO.O. The product is [CH3:34][O:33][C:22]1[CH:23]=[C:24]2[C:19](=[CH:20][CH:21]=1)[C:18]([C:13]1[CH:14]=[CH:15][CH:16]=[CH:17][C:12]=1[C:11]([N:8]1[CH2:9][CH2:10][CH:5]([C:3]([OH:4])=[O:2])[CH2:6][CH2:7]1)=[O:35])=[C:31]1[C:26](=[CH:27][C:28](=[O:32])[CH:29]=[CH:30]1)[O:25]2. The yield is 0.430. (4) The reactants are [O:1]1[C:5]2([CH2:10][CH2:9][CH:8]([NH:11][C:12]3[NH:16][N:15]=[CH:14][CH:13]=3)[CH2:7][CH2:6]2)[O:4][CH2:3][CH2:2]1.N12CCCN=C1CCCCC2.[C:28]([C:30]1[CH:35]=[CH:34][CH:33]=[CH:32][C:31]=1[C:36]1[CH:41]=[CH:40][C:39]([CH2:42][CH:43]([C:49](=O)[CH2:50][CH2:51][CH3:52])[C:44](OCC)=[O:45])=[C:38]([O:54][CH3:55])[CH:37]=1)#[N:29].C(OCC)(=O)C. The catalyst is CCN(C1C=CC=CC=1)CC.O. The product is [O:4]1[C:5]2([CH2:6][CH2:7][CH:8]([N:11]3[C:44](=[O:45])[C:43]([CH2:42][C:39]4[CH:40]=[CH:41][C:36]([C:31]5[C:30]([C:28]#[N:29])=[CH:35][CH:34]=[CH:33][CH:32]=5)=[CH:37][C:38]=4[O:54][CH3:55])=[C:49]([CH2:50][CH2:51][CH3:52])[N:16]4[N:15]=[CH:14][CH:13]=[C:12]34)[CH2:9][CH2:10]2)[O:1][CH2:2][CH2:3]1. The yield is 0.830.